Dataset: TCR-epitope binding with 47,182 pairs between 192 epitopes and 23,139 TCRs. Task: Binary Classification. Given a T-cell receptor sequence (or CDR3 region) and an epitope sequence, predict whether binding occurs between them. (1) The epitope is ALLADKFPV. The TCR CDR3 sequence is CASSLWEETQYF. Result: 1 (the TCR binds to the epitope). (2) The epitope is DPFRLLQNSQVFS. The TCR CDR3 sequence is CASSQDFGQLHF. Result: 1 (the TCR binds to the epitope). (3) The epitope is TPINLVRDL. The TCR CDR3 sequence is CASSLDRAEQYF. Result: 0 (the TCR does not bind to the epitope).